Dataset: Reaction yield outcomes from USPTO patents with 853,638 reactions. Task: Predict the reaction yield, written as a fraction of the theoretical maximum amount of product (1.0 means a 100% yield; for example, 0.34 means a 34% yield). (1) The reactants are C[Si]([N-][Si](C)(C)C)(C)C.[K+].[F:11][C:12]1[CH:13]=[CH:14][C:15]2[N:21]([CH3:22])[C:20](=[O:23])[CH2:19][N:18]=[C:17]([C:24]3[CH:29]=[CH:28][CH:27]=[CH:26][CH:25]=3)[C:16]=2[CH:30]=1.CC(C1C=C(C(C)C)C(S([N:46]=[N+:47]=[N-:48])(=O)=O)=C(C(C)C)C=1)C.C(O)(=O)C. No catalyst specified. The product is [N:46]([CH:19]1[N:18]=[C:17]([C:24]2[CH:29]=[CH:28][CH:27]=[CH:26][CH:25]=2)[C:16]2[CH:30]=[C:12]([F:11])[CH:13]=[CH:14][C:15]=2[N:21]([CH3:22])[C:20]1=[O:23])=[N+:47]=[N-:48]. The yield is 0.830. (2) The reactants are [O:1]=[C:2]1[NH:7][C:6]2[CH:8]=[C:9]([CH2:12][N:13]3[CH2:18][CH2:17][N:16]([C:19]4[CH:27]=[CH:26][C:22]([C:23]([OH:25])=O)=[CH:21][CH:20]=4)[CH2:15][CH2:14]3)[CH:10]=[N:11][C:5]=2[N:4]2[CH2:28][CH2:29][CH2:30][C@@H:3]12.[NH:31]1[CH2:35][CH2:34][CH2:33][CH2:32]1.CN(C(ON1N=NC2C=CC=NC1=2)=[N+](C)C)C.F[P-](F)(F)(F)(F)F.CN1CCOCC1. The catalyst is CN(C=O)C. The product is [N:31]1([C:23]([C:22]2[CH:21]=[CH:20][C:19]([N:16]3[CH2:15][CH2:14][N:13]([CH2:12][C:9]4[CH:10]=[N:11][C:5]5[N:4]6[CH2:28][CH2:29][CH2:30][C@H:3]6[C:2](=[O:1])[NH:7][C:6]=5[CH:8]=4)[CH2:18][CH2:17]3)=[CH:27][CH:26]=2)=[O:25])[CH2:35][CH2:34][CH2:33][CH2:32]1. The yield is 0.260. (3) The reactants are [Cl:1][C:2]1[N:10]=[CH:9][N:8]=[C:7]2[C:3]=1[NH:4][CH:5]=[N:6]2.S([O-])([O-])(=O)=O.[NH4+].[NH4+].[Si:18]([O:35][CH2:36][C@@H:37]1[O:42][C@:40](C(=O)C)(O)[C@@:39](C(=O)C)([OH:46])[C@H:38]1[NH:50][C:51]([CH2:53][C:54]1[C:66]2[CH2:65][C:64]3[C:59](=[CH:60][CH:61]=[CH:62][CH:63]=3)[C:58]=2[CH:57]=[CH:56][CH:55]=1)=[O:52])([C:31]([CH3:34])([CH3:33])[CH3:32])([C:25]1[CH:30]=[CH:29][CH:28]=[CH:27][CH:26]=1)[C:19]1[CH:24]=[CH:23][CH:22]=[CH:21][CH:20]=1.O([Si](C)(C)C)S([C:71](F)(F)F)(=O)=O.[C:79](=[O:82])(O)[O-].[Na+]. The catalyst is C[Si](C)(C)N[Si](C)(C)C.C(#N)C.ClCCl. The product is [C:79]([O:46][C@H:39]1[C@@H:38]([NH:50][C:51]([CH2:53][C:54]2[C:66]3[CH2:65][C:64]4[C:59](=[CH:60][CH:61]=[CH:62][CH:63]=4)[C:58]=3[CH:57]=[CH:56][CH:55]=2)=[O:52])[C@H:37]([CH2:36][O:35][Si:18]([C:31]([CH3:34])([CH3:32])[CH3:33])([C:25]2[CH:26]=[CH:27][CH:28]=[CH:29][CH:30]=2)[C:19]2[CH:24]=[CH:23][CH:22]=[CH:21][CH:20]=2)[O:42][C@@H:40]1[N:6]1[CH:5]=[N:4][C:3]2[C:7]1=[N:8][CH:9]=[N:10][C:2]=2[Cl:1])(=[O:82])[CH3:71]. The yield is 0.820. (4) The reactants are C(NC(C)C)(C)C.C([Li])CCC.[C:13]([OH:19])(=[O:18])/[C:14](=[CH:16]/[CH3:17])/[CH3:15].[CH3:20][C:21]([CH3:23])=[O:22]. The catalyst is O1CCCC1. The product is [OH:22][C:21]([C:14]([CH3:15])([CH:16]=[CH2:17])[C:13]([OH:19])=[O:18])([CH3:23])[CH3:20]. The yield is 0.660. (5) The reactants are [C:1]([CH:5]1[CH2:10][CH2:9][CH:8]([O:11][C:12]2[CH:13]=[C:14]3[C:19](=[CH:20][CH:21]=2)[CH:18]=[C:17]([CH:22]=O)[CH:16]=[CH:15]3)[CH2:7][CH2:6]1)([CH3:4])([CH3:3])[CH3:2].[NH2:24][C:25]12[CH2:32][CH2:31][C:28]([C:33]([O:35][CH3:36])=[O:34])([CH2:29][CH2:30]1)[CH2:27][CH2:26]2.C(O)C.C([BH3-])#N.[Na+]. The catalyst is CO.C(Cl)Cl. The product is [CH3:36][O:35][C:33]([C:28]12[CH2:27][CH2:26][C:25]([NH:24][CH2:22][C:17]3[CH:16]=[CH:15][C:14]4[C:19](=[CH:20][CH:21]=[C:12]([O:11][C@H:8]5[CH2:9][CH2:10][C@H:5]([C:1]([CH3:4])([CH3:3])[CH3:2])[CH2:6][CH2:7]5)[CH:13]=4)[CH:18]=3)([CH2:32][CH2:31]1)[CH2:30][CH2:29]2)=[O:34]. The yield is 0.590. (6) The reactants are Br[C:2]1[N:7]=[C:6]([N:8]2[CH2:13][CH2:12][N:11]([C:14]([O:16][C:17]([CH3:20])([CH3:19])[CH3:18])=[O:15])[CH2:10][CH2:9]2)[CH:5]=[CH:4][CH:3]=1.[F:21][C:22]1[CH:27]=[C:26]([F:28])[CH:25]=[CH:24][C:23]=1B(O)O.C(=O)([O-])[O-].[Na+].[Na+].O. The catalyst is COCCOC.O. The product is [F:21][C:22]1[CH:27]=[C:26]([F:28])[CH:25]=[CH:24][C:23]=1[C:2]1[N:7]=[C:6]([N:8]2[CH2:13][CH2:12][N:11]([C:14]([O:16][C:17]([CH3:20])([CH3:19])[CH3:18])=[O:15])[CH2:10][CH2:9]2)[CH:5]=[CH:4][CH:3]=1. The yield is 0.860. (7) The reactants are [NH:1]1[CH:5]=[C:4]([C:6]2[C:7]([NH2:13])=[N:8][C:9]([NH2:12])=[CH:10][CH:11]=2)[CH:3]=[N:2]1.[H-].[Na+].Cl[CH2:17][C:18]1[CH:19]=[CH:20][C:21]([O:24][C:25]2[CH:30]=[CH:29][CH:28]=[CH:27][CH:26]=2)=[N:22][CH:23]=1. The catalyst is CN(C)C=O. The product is [O:24]([C:21]1[N:22]=[CH:23][C:18]([CH2:17][N:1]2[CH:5]=[C:4]([C:6]3[C:7]([NH2:13])=[N:8][C:9]([NH2:12])=[CH:10][CH:11]=3)[CH:3]=[N:2]2)=[CH:19][CH:20]=1)[C:25]1[CH:26]=[CH:27][CH:28]=[CH:29][CH:30]=1. The yield is 0.252.